Dataset: Reaction yield outcomes from USPTO patents with 853,638 reactions. Task: Predict the reaction yield, written as a fraction of the theoretical maximum amount of product (1.0 means a 100% yield; for example, 0.34 means a 34% yield). (1) The reactants are [Cl:1][C:2]1[CH:8]=[C:7]([O:9][C:10]2[C:19]3[C:14](=[CH:15][C:16]([O:22][CH3:23])=[C:17]([O:20][CH3:21])[CH:18]=3)[N:13]=[CH:12][CH:11]=2)[CH:6]=[CH:5][C:3]=1[NH2:4].[CH3:24][O:25][C:26]1[CH:31]=[CH:30][CH:29]=[CH:28][C:27]=1[N:32]=[C:33]=[O:34].CO. The catalyst is C(Cl)(Cl)Cl. The product is [Cl:1][C:2]1[CH:8]=[C:7]([O:9][C:10]2[C:19]3[C:14](=[CH:15][C:16]([O:22][CH3:23])=[C:17]([O:20][CH3:21])[CH:18]=3)[N:13]=[CH:12][CH:11]=2)[CH:6]=[CH:5][C:3]=1[NH:4][C:33]([NH:32][C:27]1[CH:28]=[CH:29][CH:30]=[CH:31][C:26]=1[O:25][CH3:24])=[O:34]. The yield is 0.770. (2) The reactants are C1CO[C:8]2[CH:7]=[CH:6][C:5]([NH:11][C:12]3[C:17]([F:18])=[CH:16][N:15]=[C:14]([NH:19][C:20]4[CH:25]=[CH:24][CH:23]=[C:22](O)[CH:21]=4)[N:13]=3)=[CH:4][C:3]=2[O:2]1.ClC1N=C(NC2C=CC=C(O)C=2)C(F)=C[N:29]=1.N1C=CC=CC=1CN. No catalyst specified. The product is [F:18][C:17]1[C:12]([NH:11][C:5]2[CH:6]=[CH:7][CH:8]=[C:3]([OH:2])[CH:4]=2)=[N:13][C:14]([NH:19][CH2:20][C:25]2[CH:24]=[CH:23][CH:22]=[CH:21][N:29]=2)=[N:15][CH:16]=1. The yield is 0.620. (3) The reactants are [CH2:1]([S:3]([C:6]1[CH:7]=[C:8]([C:12]2[CH:20]=[C:19]([C:21](O)=[O:22])[CH:18]=[C:17]3[C:13]=2[C:14]2[CH:27]=[C:26]([CH3:28])[CH:25]=[N:24][C:15]=2[NH:16]3)[CH:9]=[CH:10][CH:11]=1)(=[O:5])=[O:4])[CH3:2].C1C=CC2N(O)N=NC=2C=1.C(Cl)CCl.[CH3:43][N:44]1[CH2:49][CH2:48][NH:47][CH2:46][CH2:45]1. The catalyst is C(Cl)Cl. The product is [CH2:1]([S:3]([C:6]1[CH:7]=[C:8]([C:12]2[CH:20]=[C:19]([C:21]([N:47]3[CH2:48][CH2:49][N:44]([CH3:43])[CH2:45][CH2:46]3)=[O:22])[CH:18]=[C:17]3[C:13]=2[C:14]2[CH:27]=[C:26]([CH3:28])[CH:25]=[N:24][C:15]=2[NH:16]3)[CH:9]=[CH:10][CH:11]=1)(=[O:4])=[O:5])[CH3:2]. The yield is 0.670. (4) The reactants are O[C:2]1[N:7]2[N:8]=[CH:9][C:10]([C:11]3[CH:16]=[CH:15][C:14]([CH3:17])=[CH:13][C:12]=3[Cl:18])=[C:6]2[N:5]=[C:4]([CH3:19])[CH:3]=1.P(Cl)(Cl)([Cl:22])=O.C(N(CC)C1C=CC=CC=1)C.C1(C)C=CC=CC=1. The catalyst is CCCCCC.CCOC(C)=O. The product is [Cl:22][C:2]1[N:7]2[N:8]=[CH:9][C:10]([C:11]3[CH:16]=[CH:15][C:14]([CH3:17])=[CH:13][C:12]=3[Cl:18])=[C:6]2[N:5]=[C:4]([CH3:19])[CH:3]=1. The yield is 0.840.